From a dataset of Full USPTO retrosynthesis dataset with 1.9M reactions from patents (1976-2016). Predict the reactants needed to synthesize the given product. (1) Given the product [CH3:1][CH:2]([CH3:31])[CH2:3][CH:4]([NH:21][C:22]1[CH:30]=[CH:29][C:25]([C:26]([NH:70][CH2:71][CH2:72][S:73]([OH:76])(=[O:75])=[O:74])=[O:27])=[CH:24][N:23]=1)[C:5]1[CH:10]=[CH:9][C:8]([C:11]2[CH:16]=[CH:15][C:14]([C:17]([F:18])([F:20])[F:19])=[CH:13][CH:12]=2)=[CH:7][CH:6]=1, predict the reactants needed to synthesize it. The reactants are: [CH3:1][CH:2]([CH3:31])[CH2:3][CH:4]([NH:21][C:22]1[CH:30]=[CH:29][C:25]([C:26](O)=[O:27])=[CH:24][N:23]=1)[C:5]1[CH:10]=[CH:9][C:8]([C:11]2[CH:16]=[CH:15][C:14]([C:17]([F:20])([F:19])[F:18])=[CH:13][CH:12]=2)=[CH:7][CH:6]=1.CC(S(N)=O)(C)C.F[P-](F)(F)(F)(F)F.N1(OC(N(C)C)=[N+](C)C)C2N=CC=CC=2N=N1.CN1CCOCC1.[NH2:70][CH2:71][CH2:72][S:73]([OH:76])(=[O:75])=[O:74]. (2) Given the product [OH:24][B:14]1[C:18]2[CH:19]=[CH:20][C:21]([O:23][C:2]3[C:9]([O:10][CH2:11][O:12][CH3:13])=[CH:8][C:5]([C:6]#[N:7])=[CH:4][N:3]=3)=[CH:22][C:17]=2[CH2:16][O:15]1, predict the reactants needed to synthesize it. The reactants are: Cl[C:2]1[C:9]([O:10][CH2:11][O:12][CH3:13])=[CH:8][C:5]([C:6]#[N:7])=[CH:4][N:3]=1.[B:14]1([OH:24])[C:18]2[CH:19]=[CH:20][C:21]([OH:23])=[CH:22][C:17]=2[CH2:16][O:15]1.C(=O)([O-])[O-].[Cs+].[Cs+]. (3) Given the product [C:3]([CH:4]([C:5](=[O:8])[CH2:6][CH3:7])[CH2:11][C:12]([C:14]1[CH:15]=[C:16]2[C:21](=[CH:22][CH:23]=1)[O:20][C:19]([CH3:25])([CH3:24])[CH2:18][CH2:17]2)=[O:13])(=[O:9])[CH3:2], predict the reactants needed to synthesize it. The reactants are: [Na].[CH3:2][C:3](=[O:9])[CH2:4][C:5](=[O:8])[CH2:6][CH3:7].Br[CH2:11][C:12]([C:14]1[CH:15]=[C:16]2[C:21](=[CH:22][CH:23]=1)[O:20][C:19]([CH3:25])([CH3:24])[CH2:18][CH2:17]2)=[O:13].O. (4) Given the product [OH:2][C:3]1[C:11]2[CH:10]=[C:9]([C:12]3[O:13][C:14]([C:17]([F:20])([F:19])[F:18])=[N:15][N:16]=3)[O:8][C:7]=2[CH:6]=[CH:5][CH:4]=1, predict the reactants needed to synthesize it. The reactants are: C[O:2][C:3]1[C:11]2[CH:10]=[C:9]([C:12]3[O:13][C:14]([C:17]([F:20])([F:19])[F:18])=[N:15][N:16]=3)[O:8][C:7]=2[CH:6]=[CH:5][CH:4]=1.B(Br)(Br)Br. (5) Given the product [NH2:13][C:6]1[CH:7]=[C:8]([CH:11]=[CH:12][C:5]=1[O:4][CH2:3][CH2:2][OH:1])[C:9]#[N:10], predict the reactants needed to synthesize it. The reactants are: [OH:1][CH2:2][CH2:3][O:4][C:5]1[CH:12]=[CH:11][C:8]([C:9]#[N:10])=[CH:7][C:6]=1[N+:13]([O-])=O.